Dataset: Full USPTO retrosynthesis dataset with 1.9M reactions from patents (1976-2016). Task: Predict the reactants needed to synthesize the given product. Given the product [CH3:1][O:2][C:3]1[CH:4]=[C:5]2[C:10](=[CH:11][C:12]=1[CH2:13][NH:14][C@H:15]1[CH2:20][CH2:19][CH2:18][N:17]([C:31](=[O:32])[C:30]([F:41])([F:40])[F:29])[C@H:16]1[C:21]1[CH:26]=[CH:25][CH:24]=[CH:23][CH:22]=1)[N:9]([CH3:27])[C:8](=[O:28])[CH2:7][CH2:6]2, predict the reactants needed to synthesize it. The reactants are: [CH3:1][O:2][C:3]1[CH:4]=[C:5]2[C:10](=[CH:11][C:12]=1[CH2:13][NH:14][CH:15]1[CH2:20][CH2:19][CH2:18][NH:17][CH:16]1[C:21]1[CH:26]=[CH:25][CH:24]=[CH:23][CH:22]=1)[N:9]([CH3:27])[C:8](=[O:28])[CH2:7][CH2:6]2.[F:29][C:30]([F:41])([F:40])[C:31](O[C:31](=[O:32])[C:30]([F:41])([F:40])[F:29])=[O:32].